Task: Predict the reaction yield, written as a fraction of the theoretical maximum amount of product (1.0 means a 100% yield; for example, 0.34 means a 34% yield).. Dataset: Reaction yield outcomes from USPTO patents with 853,638 reactions The reactants are [N:1]1([C:7]2[C:8]3[N:16]=[C:15]([C:17]4[CH:18]=[N:19][CH:20]=[CH:21][CH:22]=4)[S:14][C:9]=3[N:10]=[C:11]([NH2:13])[N:12]=2)[CH2:6][CH2:5][NH:4][CH2:3][CH2:2]1.[C:23]1([CH3:32])[CH:28]=[CH:27][CH:26]=[C:25]([N:29]=[C:30]=[O:31])[CH:24]=1. No catalyst specified. The product is [NH2:13][C:11]1[N:12]=[C:7]([N:1]2[CH2:6][CH2:5][N:4]([C:30]([NH:29][C:25]3[CH:24]=[C:23]([CH3:32])[CH:28]=[CH:27][CH:26]=3)=[O:31])[CH2:3][CH2:2]2)[C:8]2[N:16]=[C:15]([C:17]3[CH:18]=[N:19][CH:20]=[CH:21][CH:22]=3)[S:14][C:9]=2[N:10]=1. The yield is 0.420.